Task: Predict the reactants needed to synthesize the given product.. Dataset: Full USPTO retrosynthesis dataset with 1.9M reactions from patents (1976-2016) The reactants are: [Br:1][C:2]1[CH:3]=[C:4]2[C:8](=[CH:9][CH:10]=1)[NH:7][C:6]([C:11]1[CH:16]=[CH:15][CH:14]=[CH:13][CH:12]=1)=[C:5]2[CH2:17][CH2:18][CH2:19][CH2:20][CH3:21].[CH3:22]I. Given the product [Br:1][C:2]1[CH:3]=[C:4]2[C:8](=[CH:9][CH:10]=1)[N:7]([CH3:22])[C:6]([C:11]1[CH:16]=[CH:15][CH:14]=[CH:13][CH:12]=1)=[C:5]2[CH2:17][CH2:18][CH2:19][CH2:20][CH3:21], predict the reactants needed to synthesize it.